Dataset: Full USPTO retrosynthesis dataset with 1.9M reactions from patents (1976-2016). Task: Predict the reactants needed to synthesize the given product. (1) Given the product [C:8]1([C:5]2[N:6]=[CH:7][C:2]([N:21]([CH:22]3[C:30]4[C:25](=[C:26]([O:31][CH2:32][O:33][CH3:34])[CH:27]=[CH:28][CH:29]=4)[CH2:24][CH2:23]3)[CH3:20])=[N:3][C:4]=2[C:14]2[CH:19]=[CH:18][CH:17]=[CH:16][CH:15]=2)[CH:13]=[CH:12][CH:11]=[CH:10][CH:9]=1, predict the reactants needed to synthesize it. The reactants are: Cl[C:2]1[CH:7]=[N:6][C:5]([C:8]2[CH:13]=[CH:12][CH:11]=[CH:10][CH:9]=2)=[C:4]([C:14]2[CH:19]=[CH:18][CH:17]=[CH:16][CH:15]=2)[N:3]=1.[CH3:20][NH:21][CH:22]1[C:30]2[C:25](=[C:26]([O:31][CH2:32][O:33][CH3:34])[CH:27]=[CH:28][CH:29]=2)[CH2:24][CH2:23]1.CNCCCCO. (2) Given the product [Br:1][C:2]1[C:3]([F:12])=[C:4]2[C:10]([NH:11][C:18]([CH:15]3[CH2:16][CH2:17][O:13][CH2:14]3)=[O:19])=[CH:9][NH:8][C:5]2=[N:6][CH:7]=1, predict the reactants needed to synthesize it. The reactants are: [Br:1][C:2]1[C:3]([F:12])=[C:4]2[C:10]([NH2:11])=[CH:9][NH:8][C:5]2=[N:6][CH:7]=1.[O:13]1[CH2:17][CH2:16][CH:15]([C:18](O)=[O:19])[CH2:14]1.C(N(CC)CC)C.C1N(P(Cl)(N2C(=O)OCC2)=O)C(=O)OC1.O.[OH-].[Li+]. (3) The reactants are: Br[C:2]1[C:3]([CH2:15][O:16][C:17]2[CH:22]=[CH:21][C:20]([N:23]3[C:27]([CH3:28])=[C:26]([CH3:29])[C:25]([CH3:30])=[N:24]3)=[CH:19][C:18]=2[CH3:31])=[C:4]([N:8]2[C:12](=[O:13])[N:11]([CH3:14])[N:10]=[N:9]2)[CH:5]=[CH:6][CH:7]=1.[CH3:32][Si:33]([C:36]#[CH:37])([CH3:35])[CH3:34].C(P(C(C)(C)C)C(C)(C)C)(C)(C)C.P([O-])([O-])([O-])=O.[K+].[K+].[K+]. Given the product [CH3:31][C:18]1[CH:19]=[C:20]([N:23]2[C:27]([CH3:28])=[C:26]([CH3:29])[C:25]([CH3:30])=[N:24]2)[CH:21]=[CH:22][C:17]=1[O:16][CH2:15][C:3]1[C:2]([C:37]#[C:36][Si:33]([CH3:35])([CH3:34])[CH3:32])=[CH:7][CH:6]=[CH:5][C:4]=1[N:8]1[C:12](=[O:13])[N:11]([CH3:14])[N:10]=[N:9]1, predict the reactants needed to synthesize it. (4) Given the product [CH:8]1([CH2:13][CH:14]([C:18]2[CH:23]=[CH:22][C:21]([C:24]3[C:33]4[C:28](=[CH:29][CH:30]=[CH:31][CH:32]=4)[CH:27]=[CH:26][CH:25]=3)=[CH:20][CH:19]=2)[C:15]([NH:1][C:2]2[CH:7]=[CH:6][CH:5]=[CH:4][N:3]=2)=[O:16])[CH2:12][CH2:11][CH2:10][CH2:9]1, predict the reactants needed to synthesize it. The reactants are: [NH2:1][C:2]1[CH:7]=[CH:6][CH:5]=[CH:4][N:3]=1.[CH:8]1([CH2:13][CH:14]([C:18]2[CH:23]=[CH:22][C:21]([C:24]3[C:33]4[C:28](=[CH:29][CH:30]=[CH:31][CH:32]=4)[CH:27]=[CH:26][CH:25]=3)=[CH:20][CH:19]=2)[C:15](O)=[O:16])[CH2:12][CH2:11][CH2:10][CH2:9]1.C1(P(C2C=CC=CC=2)C2C=CC=CC=2)C=CC=CC=1.C(N(CC)CC)C. (5) The reactants are: [C:1]1([NH:7][C:8]([C:10]2[NH:11][C:12]3[C:17]([C:18]=2[C:19]2[CH:24]=[CH:23][CH:22]=[CH:21][CH:20]=2)=[CH:16][C:15]([NH2:25])=[CH:14][CH:13]=3)=[O:9])[CH:6]=[CH:5][CH:4]=[CH:3][CH:2]=1.[Br:26][C:27]1[CH:32]=[CH:31][C:30]([S:33](Cl)(=[O:35])=[O:34])=[CH:29][CH:28]=1. Given the product [C:1]1([NH:7][C:8]([C:10]2[NH:11][C:12]3[C:17]([C:18]=2[C:19]2[CH:20]=[CH:21][CH:22]=[CH:23][CH:24]=2)=[CH:16][C:15]([NH:25][S:33]([C:30]2[CH:31]=[CH:32][C:27]([Br:26])=[CH:28][CH:29]=2)(=[O:35])=[O:34])=[CH:14][CH:13]=3)=[O:9])[CH:6]=[CH:5][CH:4]=[CH:3][CH:2]=1, predict the reactants needed to synthesize it.